This data is from Catalyst prediction with 721,799 reactions and 888 catalyst types from USPTO. The task is: Predict which catalyst facilitates the given reaction. (1) Reactant: Cl.[NH2:2][C@@:3]([C:7]1[CH:12]=[CH:11][CH:10]=[C:9]([C:13]([F:16])([F:15])[F:14])[CH:8]=1)([CH3:6])[CH2:4][OH:5].[C:17](O[C:17]([O:19][C:20]([CH3:23])([CH3:22])[CH3:21])=[O:18])([O:19][C:20]([CH3:23])([CH3:22])[CH3:21])=[O:18]. Product: [OH:5][CH2:4][C@:3]([NH:2][C:17](=[O:18])[O:19][C:20]([CH3:23])([CH3:22])[CH3:21])([C:7]1[CH:12]=[CH:11][CH:10]=[C:9]([C:13]([F:14])([F:15])[F:16])[CH:8]=1)[CH3:6]. The catalyst class is: 269. (2) Reactant: [CH:1]([C:4]1[CH:9]=[CH:8][CH:7]=[CH:6][C:5]=1[OH:10])([CH3:3])[CH3:2].[BrH:11].CS(C)=O. Product: [Br:11][C:8]1[CH:7]=[CH:6][C:5]([OH:10])=[C:4]([CH:1]([CH3:3])[CH3:2])[CH:9]=1. The catalyst class is: 86. (3) Reactant: [F:1][C:2]1[CH:7]=[CH:6][C:5]([C:8](=[O:12])[CH2:9][C:10]#[N:11])=[CH:4][CH:3]=1.[F:13][C:14]1[CH:20]=[CH:19][C:17]([NH2:18])=[CH:16][CH:15]=1. Product: [F:13][C:14]1[CH:20]=[CH:19][C:17]([NH:18][C:10](=[NH:11])[CH2:9][C:8]([C:5]2[CH:6]=[CH:7][C:2]([F:1])=[CH:3][CH:4]=2)=[O:12])=[CH:16][CH:15]=1. The catalyst class is: 8. (4) Reactant: Cl[B:2]1[NH:7][B:6](Cl)[NH:5][B:4](Cl)[NH:3]1.[CH2:10]([NH2:16])[CH2:11][CH2:12][CH2:13][CH2:14][CH3:15].C([N:19]([CH2:22][CH3:23])CC)C. Product: [CH2:10]([NH:16][B:2]1[NH:7][B:6]([NH:16][CH2:10][CH2:11][CH2:12][CH2:13][CH2:14][CH3:15])[NH:5][B:4]([NH:19][CH2:22][CH2:23][CH2:10][CH2:11][CH2:12][CH3:13])[NH:3]1)[CH2:11][CH2:12][CH2:13][CH2:14][CH3:15]. The catalyst class is: 11. (5) Reactant: [NH2:1][C:2]1[CH:7]=[CH:6][C:5]([C:8]([N:10]2[CH2:15][CH2:14][CH:13]([NH:16][C:17]3[N:22]=[C:21]([C:23]4[C:31]5[C:26](=[CH:27][CH:28]=[CH:29][CH:30]=5)[N:25](S(C5C=CC=CC=5)(=O)=O)[CH:24]=4)[C:20]([Cl:41])=[CH:19][N:18]=3)[CH2:12][CH2:11]2)=[O:9])=[C:4]([CH3:42])[CH:3]=1.[OH-].[Na+]. Product: [NH2:1][C:2]1[CH:7]=[CH:6][C:5]([C:8]([N:10]2[CH2:15][CH2:14][CH:13]([NH:16][C:17]3[N:22]=[C:21]([C:23]4[C:31]5[C:26](=[CH:27][CH:28]=[CH:29][CH:30]=5)[NH:25][CH:24]=4)[C:20]([Cl:41])=[CH:19][N:18]=3)[CH2:12][CH2:11]2)=[O:9])=[C:4]([CH3:42])[CH:3]=1. The catalyst class is: 12. (6) Reactant: [O:1]1[CH2:6][CH2:5][CH2:4][CH2:3][CH:2]1[O:7][CH2:8][C@H:9]1[CH2:14][CH2:13][CH2:12][C@@H:11]([C:15](OC(C)C)=[O:16])[CH2:10]1.[H-].[Al+3].[Li+].[H-].[H-].[H-].[OH-].[K+]. Product: [O:1]1[CH2:6][CH2:5][CH2:4][CH2:3][CH:2]1[O:7][CH2:8][C@H:9]1[CH2:14][CH2:13][CH2:12][C@@H:11]([CH2:15][OH:16])[CH2:10]1. The catalyst class is: 1. (7) Reactant: [OH:1][C:2]1[CH:3]=[C:4]2[C:9](=[CH:10][CH:11]=1)[S:8][C:7]([CH3:13])([CH3:12])[CH2:6][C:5]2=[O:14].[F:15][C:16]([F:29])([F:28])[S:17](O[S:17]([C:16]([F:29])([F:28])[F:15])(=[O:19])=[O:18])(=[O:19])=[O:18]. Product: [F:15][C:16]([F:29])([F:28])[S:17]([O:1][C:2]1[CH:3]=[C:4]2[C:9](=[CH:10][CH:11]=1)[S:8][C:7]([CH3:12])([CH3:13])[CH2:6][C:5]2=[O:14])(=[O:19])=[O:18]. The catalyst class is: 17. (8) Reactant: O.[Sn](Cl)Cl.[Cl:5][C:6]1[CH:14]=[C:13]([Cl:15])[C:12]([N+:16]([O-])=O)=[CH:11][C:7]=1[C:8]([OH:10])=[O:9].C([O-])(O)=O.[Na+].CC(O)=O. Product: [Cl:5][C:6]1[CH:14]=[C:13]([Cl:15])[C:12]([NH2:16])=[CH:11][C:7]=1[C:8]([OH:10])=[O:9]. The catalyst class is: 14. (9) Reactant: Cl[CH2:2][C:3]([NH:5][C:6]([CH3:19])([CH2:12][C:13]1[CH:18]=[CH:17][CH:16]=[CH:15][CH:14]=1)[C:7](OCC)=[O:8])=[O:4].O.[NH3:21]. Product: [CH2:12]([C:6]1([CH3:19])[NH:5][C:3](=[O:4])[CH2:2][NH:21][C:7]1=[O:8])[C:13]1[CH:18]=[CH:17][CH:16]=[CH:15][CH:14]=1. The catalyst class is: 8.